This data is from Catalyst prediction with 721,799 reactions and 888 catalyst types from USPTO. The task is: Predict which catalyst facilitates the given reaction. (1) Reactant: [C:1]([CH:3]1[CH2:6][N:5]([C:7](=[O:45])[C@H:8]([NH:12][C:13]([C:15]2[C:23]3[C:18](=[N:19][CH:20]=[C:21]([C:24]4[N:25]=[CH:26][N:27]([C:29]5[CH:34]=[C:33]([F:35])[CH:32]=[CH:31][C:30]=5[F:36])[CH:28]=4)[N:22]=3)[N:17](COCC[Si](C)(C)C)[CH:16]=2)=[O:14])[CH:9]2[CH2:11][CH2:10]2)[CH2:4]1)#[N:2].C1OCCOCCOCCOCCOCCOC1.[F-].[Cs+]. Product: [C:1]([CH:3]1[CH2:6][N:5]([C:7](=[O:45])[C@H:8]([NH:12][C:13]([C:15]2[C:23]3[C:18](=[N:19][CH:20]=[C:21]([C:24]4[N:25]=[CH:26][N:27]([C:29]5[CH:34]=[C:33]([F:35])[CH:32]=[CH:31][C:30]=5[F:36])[CH:28]=4)[N:22]=3)[NH:17][CH:16]=2)=[O:14])[CH:9]2[CH2:10][CH2:11]2)[CH2:4]1)#[N:2]. The catalyst class is: 10. (2) Reactant: CC(C)([O-])C.[K+].[Cl:7][C:8]1[CH:13]=[CH:12][C:11]([C:14]2[CH:19]=[CH:18][C:17]([CH3:20])=[C:16]([CH2:21][C:22]([NH:24][C:25]3([C:33]([O:35]C)=O)[CH2:30][CH2:29][C:28]([F:32])([F:31])[CH2:27][CH2:26]3)=[O:23])[CH:15]=2)=[CH:10][C:9]=1[F:37].Cl. Product: [Cl:7][C:8]1[CH:13]=[CH:12][C:11]([C:14]2[CH:19]=[CH:18][C:17]([CH3:20])=[C:16]([C:21]3[C:22](=[O:23])[NH:24][C:25]4([CH2:30][CH2:29][C:28]([F:31])([F:32])[CH2:27][CH2:26]4)[C:33]=3[OH:35])[CH:15]=2)=[CH:10][C:9]=1[F:37]. The catalyst class is: 9. (3) Reactant: C([O:8][C:9]1[CH:24]=[CH:23][C:12]([CH:13]=[C:14]([C:20](=[O:22])[CH3:21])[C:15]([O:17][CH2:18][CH3:19])=[O:16])=[C:11]([O:25][CH3:26])[CH:10]=1)C1C=CC=CC=1. Product: [OH:8][C:9]1[CH:24]=[CH:23][C:12]([CH2:13][CH:14]([C:20](=[O:22])[CH3:21])[C:15]([O:17][CH2:18][CH3:19])=[O:16])=[C:11]([O:25][CH3:26])[CH:10]=1. The catalyst class is: 99. (4) Reactant: Cl[C:2](Cl)([O:4]C(=O)OC(Cl)(Cl)Cl)Cl.[C:13]([NH2:17])([CH3:16])([CH3:15])[CH3:14].C(N(CC)CC)C.FC(F)(F)C(O)=O.[Cl:32][C:33]1[CH:34]=[C:35]([S:39]([N:42]2[CH2:58][CH2:57][C:45]3([N:49]=[C:48]([CH:50]4[CH2:55][CH2:54][CH2:53][NH:52][CH2:51]4)[NH:47][C:46]3=[O:56])[CH2:44][CH2:43]2)(=[O:41])=[O:40])[CH:36]=[CH:37][CH:38]=1. Product: [C:13]([NH:17][C:2]([N:52]1[CH2:53][CH2:54][CH2:55][CH:50]([C:48]2[NH:47][C:46](=[O:56])[C:45]3([CH2:57][CH2:58][N:42]([S:39]([C:35]4[CH:36]=[CH:37][CH:38]=[C:33]([Cl:32])[CH:34]=4)(=[O:41])=[O:40])[CH2:43][CH2:44]3)[N:49]=2)[CH2:51]1)=[O:4])([CH3:16])([CH3:15])[CH3:14]. The catalyst class is: 2. (5) Reactant: [CH2:1]([N:8]1[CH:16]=[C:15]2[C:10]([CH:11]=[C:12]([C:17]3[CH:18]=[C:19]([CH:27]4[CH2:31][CH2:30][NH:29][CH2:28]4)[N:20]4[C:25]=3[C:24]([NH2:26])=[N:23][CH:22]=[N:21]4)[CH:13]=[CH:14]2)=[N:9]1)[C:2]1[CH:7]=[CH:6][CH:5]=[CH:4][CH:3]=1.[CH3:32][S:33](Cl)(=[O:35])=[O:34].C(N(CC)CC)C. Product: [CH2:1]([N:8]1[CH:16]=[C:15]2[C:10]([CH:11]=[C:12]([C:17]3[CH:18]=[C:19]([CH:27]4[CH2:31][CH2:30][N:29]([S:33]([CH3:32])(=[O:35])=[O:34])[CH2:28]4)[N:20]4[C:25]=3[C:24]([NH2:26])=[N:23][CH:22]=[N:21]4)[CH:13]=[CH:14]2)=[N:9]1)[C:2]1[CH:3]=[CH:4][CH:5]=[CH:6][CH:7]=1. The catalyst class is: 7. (6) Reactant: C([O:3][C:4]([C:6]1[C:15]2[C:10](=[CH:11][CH:12]=[CH:13][CH:14]=2)[N:9]=[C:8]([C:16](=[O:41])[NH:17][C@H:18]([C:28]([N:30]2[CH2:35][CH2:34][N:33]([C:36]([O:38][CH2:39][CH3:40])=[O:37])[CH2:32][CH2:31]2)=[O:29])[CH2:19][CH2:20][C:21]([O:23][C:24]([CH3:27])([CH3:26])[CH3:25])=[O:22])[CH:7]=1)=[O:5])C.[OH-].[Na+].Cl. Product: [C:24]([O:23][C:21]([CH2:20][CH2:19][C@H:18]([NH:17][C:16]([C:8]1[CH:7]=[C:6]([C:4]([OH:5])=[O:3])[C:15]2[C:10](=[CH:11][CH:12]=[CH:13][CH:14]=2)[N:9]=1)=[O:41])[C:28]([N:30]1[CH2:31][CH2:32][N:33]([C:36]([O:38][CH2:39][CH3:40])=[O:37])[CH2:34][CH2:35]1)=[O:29])=[O:22])([CH3:25])([CH3:26])[CH3:27]. The catalyst class is: 1. (7) Reactant: Cl.[NH:2]1[CH2:5][CH:4]([C:6]([C:8]2[CH:13]=[CH:12][CH:11]=[CH:10][C:9]=2[C:14]([F:17])([F:16])[F:15])=[O:7])[CH2:3]1.Br[C:19]1[S:20][C:21]([C:24]2[N:25]=[N:26][N:27]([CH2:29][C:30]([O:32][CH2:33][CH3:34])=[O:31])[N:28]=2)=[CH:22][N:23]=1.CN1C(=O)CCC1.C1CCN2C(=NCCC2)CC1. Product: [F:17][C:14]([F:15])([F:16])[C:9]1[CH:10]=[CH:11][CH:12]=[CH:13][C:8]=1[C:6]([CH:4]1[CH2:5][N:2]([C:19]2[S:20][C:21]([C:24]3[N:25]=[N:26][N:27]([CH2:29][C:30]([O:32][CH2:33][CH3:34])=[O:31])[N:28]=3)=[CH:22][N:23]=2)[CH2:3]1)=[O:7]. The catalyst class is: 6.